From a dataset of Reaction yield outcomes from USPTO patents with 853,638 reactions. Predict the reaction yield, written as a fraction of the theoretical maximum amount of product (1.0 means a 100% yield; for example, 0.34 means a 34% yield). (1) The reactants are Cl[C:2]1[C:7]([N+:8]([O-:10])=[O:9])=[CH:6][CH:5]=[C:4]([O:11][CH3:12])[N:3]=1.[CH2:13]([O:15][C:16]([Sn](CCCC)(CCCC)CCCC)=[CH2:17])[CH3:14]. The catalyst is Cl[Pd](Cl)([P](C1C=CC=CC=1)(C1C=CC=CC=1)C1C=CC=CC=1)[P](C1C=CC=CC=1)(C1C=CC=CC=1)C1C=CC=CC=1.CC#N. The product is [CH2:16]([O:15][C:13]([C:2]1[C:7]([N+:8]([O-:10])=[O:9])=[CH:6][CH:5]=[C:4]([O:11][CH3:12])[N:3]=1)=[CH2:14])[CH3:17]. The yield is 0.930. (2) The reactants are [CH2:1]([O:8][C:9]1[CH:14]=[CH:13][C:12]([CH:15]2[CH2:20][CH2:19][N:18](C(OC(C)(C)C)=O)[CH2:17][C:16]2([F:29])[F:28])=[CH:11][CH:10]=1)[C:2]1[CH:7]=[CH:6][CH:5]=[CH:4][CH:3]=1.Cl.O1CCOCC1. The catalyst is CO. The product is [CH2:1]([O:8][C:9]1[CH:14]=[CH:13][C:12]([CH:15]2[CH2:20][CH2:19][NH:18][CH2:17][C:16]2([F:29])[F:28])=[CH:11][CH:10]=1)[C:2]1[CH:3]=[CH:4][CH:5]=[CH:6][CH:7]=1. The yield is 0.630. (3) The reactants are [O-]S(C(F)(F)F)(=O)=O.[OH:9][C:10]1[CH:15]=[CH:14][C:13]([S+:16]([C:23]2[CH:28]=[CH:27][C:26]([OH:29])=[CH:25][CH:24]=2)[C:17]2[CH:22]=[CH:21][CH:20]=[CH:19][CH:18]=2)=[CH:12][CH:11]=1.[S:30]([C:34]([C:37]([C:40]([C:43]([F:46])([F:45])[F:44])([F:42])[F:41])([F:39])[F:38])([F:36])[F:35])([O-:33])(=[O:32])=[O:31].[K+]. The product is [S:30]([C:34]([C:37]([C:40]([C:43]([F:44])([F:45])[F:46])([F:41])[F:42])([F:39])[F:38])([F:36])[F:35])([O-:33])(=[O:32])=[O:31].[OH:9][C:10]1[CH:15]=[CH:14][C:13]([S+:16]([C:23]2[CH:24]=[CH:25][C:26]([OH:29])=[CH:27][CH:28]=2)[C:17]2[CH:22]=[CH:21][CH:20]=[CH:19][CH:18]=2)=[CH:12][CH:11]=1. The yield is 0.610. The catalyst is O.